From a dataset of Full USPTO retrosynthesis dataset with 1.9M reactions from patents (1976-2016). Predict the reactants needed to synthesize the given product. (1) Given the product [Cl:35][C:36]1[CH:37]=[N:38][CH:39]=[C:40]([Cl:43])[C:41]=1[NH:42][C:23]([C:21]1[C:20]2[C:19]3[C:14](=[CH:15][CH:16]=[CH:17][CH:18]=3)[N:13]([CH2:26][C:27]3[CH:28]=[CH:29][CH:30]=[CH:31][CH:32]=3)[C:12]=2[C:11]([O:33][CH3:34])=[CH:10][CH:22]=1)=[O:24], predict the reactants needed to synthesize it. The reactants are: [N+](C1C=CC([C:10]2[CH:22]=[C:21]([C:23]([O-])=[O:24])[C:20]3[C:19]4[C:14](=[CH:15][CH:16]=[CH:17][CH:18]=4)[N:13]([CH2:26][C:27]4[CH:32]=[CH:31][CH:30]=[CH:29][CH:28]=4)[C:12]=3[C:11]=2[O:33][CH3:34])=CC=1)([O-])=O.[Cl:35][C:36]1[CH:37]=[N:38][CH:39]=[C:40]([Cl:43])[C:41]=1[NH2:42].[H-].[Na+].Cl. (2) Given the product [CH:2]([C@H:15]1[C@@H:20]([O:21][CH2:22][C:23]2[CH:24]=[CH:25][C:26]([C:29]([F:32])([F:30])[F:31])=[CH:27][CH:28]=2)[CH2:19][CH2:18][N:17]([C:33](=[O:36])[CH2:34][CH3:35])[CH2:16]1)([C:9]1[CH:10]=[CH:11][CH:12]=[CH:13][CH:14]=1)[C:3]1[CH:4]=[CH:5][CH:6]=[CH:7][CH:8]=1, predict the reactants needed to synthesize it. The reactants are: Cl.[CH:2]([C@H:15]1[C@@H:20]([O:21][CH2:22][C:23]2[CH:28]=[CH:27][C:26]([C:29]([F:32])([F:31])[F:30])=[CH:25][CH:24]=2)[CH2:19][CH2:18][NH:17][CH2:16]1)([C:9]1[CH:14]=[CH:13][CH:12]=[CH:11][CH:10]=1)[C:3]1[CH:8]=[CH:7][CH:6]=[CH:5][CH:4]=1.[C:33](O)(=[O:36])[CH2:34][CH3:35].